Dataset: Forward reaction prediction with 1.9M reactions from USPTO patents (1976-2016). Task: Predict the product of the given reaction. (1) Given the reactants [OH:1][C:2]1[CH:9]=[CH:8][CH:7]=[CH:6][C:3]=1[C:4]#[N:5].FC(F)(F)S(O)(=O)=O.[I:18]N1C(=O)CCC1=O.O, predict the reaction product. The product is: [OH:1][C:2]1[CH:9]=[CH:8][C:7]([I:18])=[CH:6][C:3]=1[C:4]#[N:5]. (2) Given the reactants [Cl:1][C:2]1[N:7]=[CH:6][C:5]([N:8]2[CH2:14][CH2:13][CH2:12][N:11](C(OC(C)(C)C)=O)[CH2:10][CH2:9]2)=[CH:4][CH:3]=1.FC(F)(F)C(O)=O, predict the reaction product. The product is: [Cl:1][C:2]1[N:7]=[CH:6][C:5]([N:8]2[CH2:14][CH2:13][CH2:12][NH:11][CH2:10][CH2:9]2)=[CH:4][CH:3]=1. (3) The product is: [F:1][C:2]1[CH:3]=[N:4][C:5]2[CH:6]=[CH:7][C:8](=[O:17])[N:9]3[C@H:14]([CH2:16][OH:15])[CH2:13][S:12][C:11]=1[C:10]=23. Given the reactants [F:1][C:2]1[C:11]([S:12][CH2:13][C@@H:14]2[CH2:16][O:15]2)=[C:10]2[C:5]([CH:6]=[CH:7][C:8]([O:17]C)=[N:9]2)=[N:4][CH:3]=1.FC(F)(F)S([O-])(=O)=O.[Yb+3].FC(F)(F)S([O-])(=O)=O.FC(F)(F)S([O-])(=O)=O, predict the reaction product. (4) Given the reactants C[O:2][C:3]1[CH:8]=[CH:7][C:6]([C:9]2[C:13]([CH3:14])=[C:12]([CH3:15])[N:11]([CH3:16])[N:10]=2)=[CH:5][C:4]=1[CH3:17].Br, predict the reaction product. The product is: [CH3:16][N:11]1[C:12]([CH3:15])=[C:13]([CH3:14])[C:9]([C:6]2[CH:7]=[CH:8][C:3]([OH:2])=[C:4]([CH3:17])[CH:5]=2)=[N:10]1.